Dataset: Experimentally validated miRNA-target interactions with 360,000+ pairs, plus equal number of negative samples. Task: Binary Classification. Given a miRNA mature sequence and a target amino acid sequence, predict their likelihood of interaction. Result: 1 (interaction). The miRNA is hsa-miR-5004-3p with sequence CUUGGAUUUUCCUGGGCCUCAG. The protein sequence of the target gene is MLRPGGAEEAAQLPLRRASAPVPVPSPAAPDGSRASARLGLACLLLLLLLTLPARVDTSWWYIGALGARVICDNIPGLVSRQRQLCQRYPDIMRSVGEGAREWIRECQHQFRHHRWNCTTLDRDHTVFGRVMLRSSREAAFVYAISSAGVVHAITRACSQGELSVCSCDPYTRGRHHDQRGDFDWGGCSDNIHYGVRFAKAFVDAKEKRLKDARALMNLHNNRCGRTAVRRFLKLECKCHGVSGSCTLRTCWRALSDFRRTGDYLRRRYDGAVQVMATQDGANFTAARQGYRRATRTDLV....